From a dataset of Experimentally validated miRNA-target interactions with 360,000+ pairs, plus equal number of negative samples. Binary Classification. Given a miRNA mature sequence and a target amino acid sequence, predict their likelihood of interaction. (1) The miRNA is hsa-miR-8085 with sequence UGGGAGAGAGGACUGUGAGGC. The protein sequence of the target gene is MGKARRSPPGHHRHCEGCFNRHCHIPVEPNTSCLVISCHLLCGATFHMCKEAEHQLLCPLEQVPCLNSEYGCPLSMSRHKLAKHLQVCPASVVCCSMEWNRWPNVDSETTLHENIMKETPSEECLDTALALQDQKVLFRSLKMVELFPETREATEEEPTMNGETSVEEMGGAVGGVDIGLVPHGLSATNGEMAELSQEEREVLAKTKEGMDLVKFGQWENIFSKEHAASALTNSSASCESKNKNDSEKEQISSGHNMVEGEGAPKKKEPQENQKQQDVRTAMETTGLAPWQDGVLERLKT.... Result: 1 (interaction). (2) The miRNA is mmu-miR-190b-5p with sequence UGAUAUGUUUGAUAUUGGGUUG. The protein sequence of the target gene is MAPLRFSANLSWLFPELSGLPARVRAAGSSGFEAVEVAWPYAETPEALARAAREAGLRLVLINTPPGDQEKGEMGLGAVPGRQAAFREGLEQAVRYAKALGCPRIHLMAGRVPQGADRIAVKAEMEAVFLENLRHAAGVLAQEDLVGLLEPINTRITDPQYFLDTPQQAAAILQKVGRPNLQLQMDIFHWQIMDGNLTGNIREFLPIVGHVQVAQVPGRGEPSSPGELNFPYLFQLLEDEGYKGFVGCEYQPRGDTVEGLSWLRSYWDRRGHPEAGQ. Result: 0 (no interaction).